From a dataset of Peptide-MHC class I binding affinity with 185,985 pairs from IEDB/IMGT. Regression. Given a peptide amino acid sequence and an MHC pseudo amino acid sequence, predict their binding affinity value. This is MHC class I binding data. (1) The binding affinity (normalized) is 0.395. The peptide sequence is SHLGPQFCK. The MHC is HLA-A03:01 with pseudo-sequence HLA-A03:01. (2) The peptide sequence is RQYPWGTVQV. The MHC is H-2-Dd with pseudo-sequence H-2-Dd. The binding affinity (normalized) is 0. (3) The peptide sequence is LLPFVQWFV. The MHC is HLA-A02:01 with pseudo-sequence HLA-A02:01. The binding affinity (normalized) is 0.801.